This data is from Forward reaction prediction with 1.9M reactions from USPTO patents (1976-2016). The task is: Predict the product of the given reaction. (1) The product is: [F:19][C:15]1[CH:14]=[C:13]([C:10]2[CH:9]=[CH:8][C:7]3[C:6]([C:20]([O:22][CH2:23][CH3:24])=[O:21])=[CH:5][NH:4][C:3](=[O:28])[C:12]=3[N:11]=2)[CH:18]=[CH:17][CH:16]=1. Given the reactants N.Cl[C:3]1[C:12]2[N:11]=[C:10]([C:13]3[CH:18]=[CH:17][CH:16]=[C:15]([F:19])[CH:14]=3)[CH:9]=[CH:8][C:7]=2[C:6]([C:20]([O:22][CH2:23][CH3:24])=[O:21])=[CH:5][N:4]=1.C([OH:28])(C)C, predict the reaction product. (2) Given the reactants [OH:1][C@@:2]1([CH2:22][O:23][CH3:24])[CH2:7][CH2:6][CH2:5][CH2:4][C@H:3]1[N:8]1[C:12]([C:13]2[CH:18]=[CH:17][CH:16]=[CH:15][CH:14]=2)=[C:11]([C:19]([OH:21])=O)[N:10]=[CH:9]1.[CH2:25]([N:32]1[CH2:37][CH2:36][NH:35][C@H:34]([CH2:38][OH:39])[CH2:33]1)[C:26]1[CH:31]=[CH:30][CH:29]=[CH:28][CH:27]=1.CCN=C=NCCCN(C)C.Cl.C1C=CC2N(O)N=NC=2C=1, predict the reaction product. The product is: [CH2:25]([N:32]1[CH2:37][CH2:36][N:35]([C:19]([C:11]2[N:10]=[CH:9][N:8]([C@@H:3]3[CH2:4][CH2:5][CH2:6][CH2:7][C@:2]3([CH2:22][O:23][CH3:24])[OH:1])[C:12]=2[C:13]2[CH:14]=[CH:15][CH:16]=[CH:17][CH:18]=2)=[O:21])[C@H:34]([CH2:38][OH:39])[CH2:33]1)[C:26]1[CH:27]=[CH:28][CH:29]=[CH:30][CH:31]=1. (3) Given the reactants CS(O[CH2:6][CH:7]1[CH2:12][CH2:11][CH:10]([CH2:13][O:14][C:15]2[CH:20]=[CH:19][CH:18]=[CH:17][CH:16]=2)[O:9][CH2:8]1)(=O)=O.CN(C=O)C.[N-:26]=[N+:27]=[N-:28].[Na+], predict the reaction product. The product is: [N:26]([CH2:6][CH:7]1[CH2:8][O:9][CH:10]([CH2:13][O:14][C:15]2[CH:20]=[CH:19][CH:18]=[CH:17][CH:16]=2)[CH2:11][CH2:12]1)=[N+:27]=[N-:28].